This data is from Full USPTO retrosynthesis dataset with 1.9M reactions from patents (1976-2016). The task is: Predict the reactants needed to synthesize the given product. (1) Given the product [F:19][C:2]1([F:1])[CH2:6][CH2:5][C@@H:4]([C@@:7]([OH:18])([C:11]2[CH:12]=[CH:13][C:14]([Br:17])=[CH:15][CH:16]=2)[C:8]([O:10][CH2:21][CH2:22][CH:23]2[CH2:28][CH2:27][NH:26][CH2:25][CH2:24]2)=[O:9])[CH2:3]1, predict the reactants needed to synthesize it. The reactants are: [F:1][C:2]1([F:19])[CH2:6][CH2:5][C@@H:4]([C@@:7]([OH:18])([C:11]2[CH:16]=[CH:15][C:14]([Br:17])=[CH:13][CH:12]=2)[C:8]([OH:10])=[O:9])[CH2:3]1.O[CH2:21][CH2:22][CH:23]1[CH2:28][CH2:27][N:26](C(OC(C)(C)C)=O)[CH2:25][CH2:24]1. (2) Given the product [F:11][C:12]1[CH:17]=[CH:16][C:15]([C@H:18]2[CH2:23][CH2:22][N:21]([C:24]([O:26][C:27]3[CH:32]=[CH:31][C:30]([C:33]([O:35][CH3:36])=[O:34])=[CH:29][CH:28]=3)=[O:25])[CH2:20][C@@H:19]2[CH:37]=[O:38])=[CH:14][CH:13]=1, predict the reactants needed to synthesize it. The reactants are: C(Cl)(=O)C(Cl)=O.CS(C)=O.[F:11][C:12]1[CH:17]=[CH:16][C:15]([C@H:18]2[CH2:23][CH2:22][N:21]([C:24]([O:26][C:27]3[CH:32]=[CH:31][C:30]([C:33]([O:35][CH3:36])=[O:34])=[CH:29][CH:28]=3)=[O:25])[CH2:20][C@@H:19]2[CH2:37][OH:38])=[CH:14][CH:13]=1.C(N(C(C)C)CC)(C)C.